This data is from Forward reaction prediction with 1.9M reactions from USPTO patents (1976-2016). The task is: Predict the product of the given reaction. (1) Given the reactants C(OC([N:8]1[CH2:13][CH2:12][C:11]([C:24]#[N:25])([C:14]([F:23])([F:22])[C:15]2[CH:20]=[CH:19][C:18]([F:21])=[CH:17][CH:16]=2)[CH2:10][CH2:9]1)=O)(C)(C)C.FC(F)(F)C(O)=O, predict the reaction product. The product is: [F:23][C:14]([F:22])([C:15]1[CH:16]=[CH:17][C:18]([F:21])=[CH:19][CH:20]=1)[C:11]1([C:24]#[N:25])[CH2:10][CH2:9][NH:8][CH2:13][CH2:12]1. (2) Given the reactants [CH2:1]([O:8][C:9]1[CH:14]=[CH:13][C:12]([CH2:15][CH:16]([O:20][CH2:21][CH3:22])[C:17]([OH:19])=[O:18])=[CH:11][CH:10]=1)[C:2]1[CH:7]=[CH:6][CH:5]=[CH:4][CH:3]=1, predict the reaction product. The product is: [CH2:1]([O:8][C:9]1[CH:10]=[CH:11][C:12]([CH2:15][CH:16]([O:20][CH2:21][CH3:22])[C:17]([O:19][CH2:6][CH2:7][CH2:2][CH2:3][CH2:4][CH3:5])=[O:18])=[CH:13][CH:14]=1)[C:2]1[CH:7]=[CH:6][CH:5]=[CH:4][CH:3]=1. (3) Given the reactants [CH2:1]([O:8][C:9]([NH:11][C@H:12]1[CH2:15][C@@H:14]([C:16]([OH:18])=O)[C:13]1([CH3:20])[CH3:19])=[O:10])[C:2]1[CH:7]=[CH:6][CH:5]=[CH:4][CH:3]=1.CCN=C=NCCCN(C)C.C1C=CC2N(O)N=NC=2C=1.[CH2:42]([N:44]1[CH2:49][CH2:48][NH:47][CH2:46][CH2:45]1)[CH3:43], predict the reaction product. The product is: [CH2:42]([N:44]1[CH2:49][CH2:48][N:47]([C:16]([C@@H:14]2[CH2:15][C@H:12]([NH:11][C:9](=[O:10])[O:8][CH2:1][C:2]3[CH:3]=[CH:4][CH:5]=[CH:6][CH:7]=3)[C:13]2([CH3:20])[CH3:19])=[O:18])[CH2:46][CH2:45]1)[CH3:43]. (4) Given the reactants C(OC(=O)[NH:7][C:8]1[CH:13]=[C:12]([Cl:14])[C:11]([C:15]([F:18])([F:17])[F:16])=[CH:10][C:9]=1[NH:19][C:20](=[O:36])[CH2:21][C:22](=O)[C:23]1[CH:28]=[CH:27][CH:26]=[C:25]([C:29]2[CH:30]=[N:31][CH:32]=[CH:33][CH:34]=2)[CH:24]=1)(C)(C)C.C(O)(C(F)(F)F)=O, predict the reaction product. The product is: [Cl:14][C:12]1[C:11]([C:15]([F:18])([F:17])[F:16])=[CH:10][C:9]2[NH:19][C:20](=[O:36])[CH2:21][C:22]([C:23]3[CH:28]=[CH:27][CH:26]=[C:25]([C:29]4[CH:30]=[N:31][CH:32]=[CH:33][CH:34]=4)[CH:24]=3)=[N:7][C:8]=2[CH:13]=1. (5) Given the reactants [OH-].[Na+].C1COCC1.[CH3:8][N:9]1[C:17]2[C:12](=[CH:13][CH:14]=[C:15]([C:18]([O:20]C)=[O:19])[CH:16]=2)[C:11]([C:22]2[CH:27]=[CH:26][CH:25]=[CH:24][CH:23]=2)=[N:10]1.Cl, predict the reaction product. The product is: [CH3:8][N:9]1[C:17]2[C:12](=[CH:13][CH:14]=[C:15]([C:18]([OH:20])=[O:19])[CH:16]=2)[C:11]([C:22]2[CH:27]=[CH:26][CH:25]=[CH:24][CH:23]=2)=[N:10]1.